From a dataset of Forward reaction prediction with 1.9M reactions from USPTO patents (1976-2016). Predict the product of the given reaction. (1) Given the reactants [CH3:1][O:2][C:3]1[CH:4]=[C:5]([C:11]2[CH2:12][C:13]([CH3:26])([CH3:25])[C:14](=[O:24])[N:15]([C:17]3[CH:22]=[CH:21][C:20]([OH:23])=[CH:19][CH:18]=3)[N:16]=2)[CH:6]=[CH:7][C:8]=1[O:9][CH3:10].Cl[CH2:28][C:29]([NH2:31])=[O:30].C(=O)([O-])[O-].[K+].[K+], predict the reaction product. The product is: [CH3:1][O:2][C:3]1[CH:4]=[C:5]([C:11]2[CH2:12][C:13]([CH3:26])([CH3:25])[C:14](=[O:24])[N:15]([C:17]3[CH:18]=[CH:19][C:20]([O:23][CH2:28][C:29]([NH2:31])=[O:30])=[CH:21][CH:22]=3)[N:16]=2)[CH:6]=[CH:7][C:8]=1[O:9][CH3:10]. (2) The product is: [CH3:13][C:14]([CH3:18])([CH3:17])[C:15]#[C:16][C:2]1[O:6][N:5]=[C:4]([C:7]([O:9][CH2:10][CH3:11])=[O:8])[C:3]=1[CH3:12]. Given the reactants Br[C:2]1[O:6][N:5]=[C:4]([C:7]([O:9][CH2:10][CH3:11])=[O:8])[C:3]=1[CH3:12].[CH3:13][C:14]([CH3:18])([CH3:17])[C:15]#[CH:16].C1(NC2CCCCC2)CCCCC1, predict the reaction product. (3) The product is: [CH3:1][NH:2][CH2:3][CH2:4][C@H:5]([O:6][C:3]1[C:16]2[C:13](=[CH:14][CH:9]=[CH:10][CH:11]=2)[CH:12]=[CH:5][CH:4]=1)[C:7]1[S:8][CH:9]=[CH:10][CH:11]=1. Given the reactants [CH3:1][NH:2][CH2:3][CH2:4][C@@H:5]([C:7]1[S:8][CH:9]=[CH:10][CH:11]=1)[OH:6].[CH3:12][C:13]([CH3:16])([O-])[CH3:14].[K+], predict the reaction product. (4) The product is: [CH3:1][C:2]1[C:10]2[C:9](=[O:11])[C:8]([C:12]([OH:14])=[O:13])=[CH:7][NH:6][C:5]=2[S:4][N:3]=1. Given the reactants [CH3:1][C:2]1[C:10]2[C:9](=[O:11])[C:8]([C:12]([O:14]CC)=[O:13])=[CH:7][NH:6][C:5]=2[S:4][N:3]=1, predict the reaction product. (5) The product is: [Cl:16][C:10]1[CH:11]=[CH:12][CH:13]=[C:14]([Cl:15])[C:9]=1[C:4]1[CH:5]=[C:6]([F:8])[CH:7]=[C:2]([CH:24]=[O:25])[C:3]=1[O:17][CH3:18]. Given the reactants Br[C:2]1[C:3]([O:17][CH3:18])=[C:4]([C:9]2[C:14]([Cl:15])=[CH:13][CH:12]=[CH:11][C:10]=2[Cl:16])[CH:5]=[C:6]([F:8])[CH:7]=1.C([Mg]Cl)(C)C.[CH:24](N1CCCCC1)=[O:25], predict the reaction product.